Dataset: Reaction yield outcomes from USPTO patents with 853,638 reactions. Task: Predict the reaction yield, written as a fraction of the theoretical maximum amount of product (1.0 means a 100% yield; for example, 0.34 means a 34% yield). (1) The reactants are [Br:1][C:2]1[N:3]([CH3:10])[C:4]([C:7]([OH:9])=O)=[CH:5][N:6]=1.C(Cl)CCl.[CH:15]1[CH:16]=CC2N(O)N=[N:21][C:19]=2[CH:20]=1.N1CCCC1. The catalyst is O1CCCC1. The product is [Br:1][C:2]1[N:3]([CH3:10])[C:4]([C:7]([N:21]2[CH2:16][CH2:15][CH2:20][CH2:19]2)=[O:9])=[CH:5][N:6]=1. The yield is 0.950. (2) The reactants are [C:1]([O:5][C:6]([N:8]1[CH:13]2[CH2:14][CH2:15][CH:9]1[CH:10]=[C:11](OS(C(F)(F)F)(=O)=O)[CH2:12]2)=[O:7])([CH3:4])([CH3:3])[CH3:2].[CH3:24][Sn:25]([CH3:31])([CH3:30])[Sn:25]([CH3:31])([CH3:30])[CH3:24].[Li+].[Cl-]. The catalyst is C1COCC1. The product is [C:1]([O:5][C:6]([N:8]1[CH:13]2[CH2:14][CH2:15][CH:9]1[CH:10]=[C:11]([Sn:25]([CH3:31])([CH3:30])[CH3:24])[CH2:12]2)=[O:7])([CH3:4])([CH3:3])[CH3:2]. The yield is 0.380. (3) The yield is 0.700. The product is [CH3:12][N:13]1[C:21]2[C:16](=[CH:17][CH:18]=[CH:19][CH:20]=2)[CH:15]=[C:14]1[C:22]([NH:30][CH2:29][C:28]([O:27][CH3:26])=[O:31])=[O:24]. The reactants are CCN=C=NCCCN(C)C.[CH3:12][N:13]1[C:21]2[C:16](=[CH:17][CH:18]=[CH:19][CH:20]=2)[CH:15]=[C:14]1[C:22]([OH:24])=O.Cl.[CH3:26][O:27][C:28](=[O:31])[CH2:29][NH2:30].CCOCC. The catalyst is CN(C1C=CN=CC=1)C.C(Cl)Cl.CN(C=O)C. (4) The reactants are [C:1]([O:5][C:6]([NH:8][C:9]1([CH3:17])[C:13]2([CH2:15][CH2:14]2)[C:12](=[O:16])[NH:11][CH2:10]1)=[O:7])([CH3:4])([CH3:3])[CH3:2].[H-].[Na+].[CH2:20](Br)[C:21]1[CH:26]=[CH:25][CH:24]=[CH:23][CH:22]=1.C(OCC)(=O)C. The catalyst is CN(C)C=O. The product is [CH2:20]([N:11]1[CH2:10][C:9]([NH:8][C:6]([O:5][C:1]([CH3:4])([CH3:2])[CH3:3])=[O:7])([CH3:17])[C:13]2([CH2:14][CH2:15]2)[C:12]1=[O:16])[C:21]1[CH:26]=[CH:25][CH:24]=[CH:23][CH:22]=1. The yield is 0.980.